Dataset: Reaction yield outcomes from USPTO patents with 853,638 reactions. Task: Predict the reaction yield, written as a fraction of the theoretical maximum amount of product (1.0 means a 100% yield; for example, 0.34 means a 34% yield). (1) The catalyst is N1C=CC=CC=1. The reactants are [NH2:1][C:2]1[CH:7]=[CH:6][C:5]([C:8]2[C:16]3[C:15]([NH2:17])=[N:14][CH:13]=[N:12][C:11]=3[O:10][CH:9]=2)=[CH:4][CH:3]=1.[CH:26]1N=[CH:29][N:28](C(N2[CH:29]=[N:28][CH:27]=[CH:26]2)=S)[CH:27]=1.N[C:31]1[CH:36]=[CH:35]C=C[C:32]=1[OH:37].Cl.C(N=C=NCCCN(C)C)C. The yield is 0.250. The product is [O:37]1[C:32]2[CH:31]=[CH:36][CH:35]=[CH:26][C:27]=2[N:28]=[C:29]1[NH:1][C:2]1[CH:3]=[CH:4][C:5]([C:8]2[C:16]3[C:15]([NH2:17])=[N:14][CH:13]=[N:12][C:11]=3[O:10][CH:9]=2)=[CH:6][CH:7]=1. (2) The reactants are [Cl:1][C:2]1[C:10]([C:11]([C:14]#[N:15])([CH3:13])[CH3:12])=[CH:9][CH:8]=[CH:7][C:3]=1[C:4]([OH:6])=O.C[N:17](C)C=O.N[C:22]1[C:23]([F:43])=[C:24]([CH:39]=[CH:40][C:41]=1[F:42])[O:25][C:26]1[N:31]=[C:30]2[S:32][C:33](CC([NH-])=O)=[N:34][C:29]2=[CH:28][CH:27]=1.O.C[N:46](C)[C:47](=[O:49])[CH3:48]. The catalyst is C(Cl)(=O)C(Cl)=O. The product is [C:47]([NH:46][C:33]1[S:32][C:30]2[C:29]([N:34]=1)=[CH:28][CH:27]=[C:26]([O:25][C:24]1[C:23]([F:43])=[CH:22][C:41]([F:42])=[C:40]([NH:17][C:4](=[O:6])[C:3]3[CH:7]=[CH:8][CH:9]=[C:10]([C:11]([C:14]#[N:15])([CH3:13])[CH3:12])[C:2]=3[Cl:1])[CH:39]=1)[N:31]=2)(=[O:49])[CH3:48]. The yield is 0.390. (3) The reactants are Cl[C:2]1[C:7]([C:8]#[N:9])=[C:6]([OH:10])[N:5]=[C:4]([CH3:11])[CH:3]=1.CO.[NH3:14]. No catalyst specified. The product is [NH2:14][C:2]1[C:7]([C:8]#[N:9])=[C:6]([OH:10])[N:5]=[C:4]([CH3:11])[CH:3]=1. The yield is 0.660. (4) The yield is 0.660. The catalyst is ClCCl.C(OCC)(=O)C.C([O-])(=O)C.[Cu+2].C([O-])(=O)C. The reactants are [CH2:1]([C:3]1[NH:4][C:5](=[O:27])[C:6]([CH2:12][C:13]2[CH:18]=[CH:17][C:16]([C:19]3[C:20]([C:25]#[N:26])=[CH:21][CH:22]=[CH:23][CH:24]=3)=[CH:15][CH:14]=2)=[C:7]([CH2:9][CH2:10][CH3:11])[N:8]=1)[CH3:2].[C:28]([O:32][C:33]1[CH:38]=[CH:37][C:36](B(O)O)=[CH:35][CH:34]=1)([CH3:31])([CH3:30])[CH3:29].C(N(CC)CC)C.N1C=CC=CC=1. The product is [C:28]([O:32][C:33]1[CH:38]=[CH:37][C:36]([N:4]2[C:5](=[O:27])[C:6]([CH2:12][C:13]3[CH:18]=[CH:17][C:16]([C:19]4[C:20]([C:25]#[N:26])=[CH:21][CH:22]=[CH:23][CH:24]=4)=[CH:15][CH:14]=3)=[C:7]([CH2:9][CH2:10][CH3:11])[N:8]=[C:3]2[CH2:1][CH3:2])=[CH:35][CH:34]=1)([CH3:31])([CH3:29])[CH3:30]. (5) The reactants are [CH2:1]([O:3][C:4]([C:6]1[N:10]([CH2:11][C:12]2[CH:17]=[CH:16][CH:15]=[C:14]([Br:18])[CH:13]=2)[C:9]2[CH:19]=[C:20](Br)[S:21][C:8]=2[CH:7]=1)=[O:5])[CH3:2].C([Sn](CCCC)(CCCC)[C:28]1[S:29][CH:30]=[C:31]([CH3:33])[CH:32]=1)CCC.C([O-])([O-])=O.[Na+].[Na+]. The catalyst is C1C=CC([P]([Pd]([P](C2C=CC=CC=2)(C2C=CC=CC=2)C2C=CC=CC=2)([P](C2C=CC=CC=2)(C2C=CC=CC=2)C2C=CC=CC=2)[P](C2C=CC=CC=2)(C2C=CC=CC=2)C2C=CC=CC=2)(C2C=CC=CC=2)C2C=CC=CC=2)=CC=1.C1(C)C=CC=CC=1. The product is [CH2:1]([O:3][C:4]([C:6]1[N:10]([CH2:11][C:12]2[CH:17]=[CH:16][CH:15]=[C:14]([Br:18])[CH:13]=2)[C:9]2[CH:19]=[C:20]([C:28]3[S:29][CH:30]=[C:31]([CH3:33])[CH:32]=3)[S:21][C:8]=2[CH:7]=1)=[O:5])[CH3:2]. The yield is 0.650. (6) The reactants are CN(C(ON1N=NC2C=CC=NC1=2)=[N+](C)C)C.F[P-](F)(F)(F)(F)F.[C:25]([O:29][C:30]([N:32]1[CH2:37][CH2:36][C:35]([C:41]#[N:42])([C:38]([OH:40])=O)[CH2:34][CH2:33]1)=[O:31])([CH3:28])([CH3:27])[CH3:26].CCN(C(C)C)C(C)C.[NH2:52][C:53]1[CH:58]=[CH:57][C:56]([F:59])=[CH:55][N:54]=1. The catalyst is CC(N(C)C)=O.CCOC(C)=O. The product is [C:41]([C:35]1([C:38](=[O:40])[NH:52][C:53]2[CH:58]=[CH:57][C:56]([F:59])=[CH:55][N:54]=2)[CH2:34][CH2:33][N:32]([C:30]([O:29][C:25]([CH3:26])([CH3:27])[CH3:28])=[O:31])[CH2:37][CH2:36]1)#[N:42]. The yield is 0.890.